This data is from Catalyst prediction with 721,799 reactions and 888 catalyst types from USPTO. The task is: Predict which catalyst facilitates the given reaction. (1) Reactant: [NH2:1][C:2]1[CH:3]=[N:4][C:5]([N:8]2[CH2:13][CH2:12][CH2:11][C:10]3([CH2:18][CH2:17][N:16]([C:19]([O:21][C:22]([CH3:25])([CH3:24])[CH3:23])=[O:20])[CH2:15][CH2:14]3)[CH2:9]2)=[N:6][CH:7]=1.[N-:26]=[N+:27]=[N-:28].[Na+].[CH:30](OCC)(OCC)OCC. Product: [N:1]1([C:2]2[CH:7]=[N:6][C:5]([N:8]3[CH2:13][CH2:12][CH2:11][C:10]4([CH2:18][CH2:17][N:16]([C:19]([O:21][C:22]([CH3:25])([CH3:24])[CH3:23])=[O:20])[CH2:15][CH2:14]4)[CH2:9]3)=[N:4][CH:3]=2)[CH:30]=[N:28][N:27]=[N:26]1. The catalyst class is: 52. (2) Reactant: [O:1]=[C:2]1[CH2:7][O:6][C:5]2[CH:8]=[CH:9][CH:10]=[C:11]([O:12][CH2:13][C:14]([O:16][CH2:17][CH3:18])=[O:15])[C:4]=2[NH:3]1.[C:19]([O-])([O-])=O.[K+].[K+].CI. Product: [CH3:19][N:3]1[C:2](=[O:1])[CH2:7][O:6][C:5]2[CH:8]=[CH:9][CH:10]=[C:11]([O:12][CH2:13][C:14]([O:16][CH2:17][CH3:18])=[O:15])[C:4]1=2. The catalyst class is: 3. (3) Product: [CH2:1]([N:8]1[CH2:9][C@@H:10]([CH3:15])[NH:11][C@H:12]([CH3:14])[CH2:13]1)[C:2]1[CH:3]=[CH:4][CH:5]=[CH:6][CH:7]=1. Reactant: [CH2:1]([N:8]1[CH2:13][C@@H:12]([CH3:14])[NH:11][C@H:10]([CH3:15])[C:9]1=O)[C:2]1[CH:7]=[CH:6][CH:5]=[CH:4][CH:3]=1.[H-].[Al+3].[Li+].[H-].[H-].[H-].O. The catalyst class is: 116. (4) Reactant: [O:1]1[CH2:6][CH2:5][CH:4]([CH2:7][CH:8]2[NH:13][C:12](=O)[CH2:11][NH:10][C:9]2=O)[CH2:3][CH2:2]1.[H-].[Al+3].[Li+].[H-].[H-].[H-].O.O.O.O.O.O.O.O.O.O.S([O-])([O-])(=O)=O.[Na+].[Na+]. Product: [O:1]1[CH2:2][CH2:3][CH:4]([CH2:7][CH:8]2[CH2:9][NH:10][CH2:11][CH2:12][NH:13]2)[CH2:5][CH2:6]1. The catalyst class is: 1. (5) Reactant: CC1(C)[O:6][CH:5]([CH2:7][CH2:8][O:9][C:10]2[CH:18]=[C:17]([F:19])[CH:16]=[C:15]([NH:20][C:21]3[CH:26]=[CH:25][C:24]([I:27])=[CH:23][C:22]=3[F:28])[C:11]=2[C:12]([NH2:14])=[O:13])[CH2:4][O:3]1.Cl. Product: [OH:6][CH:5]([CH2:4][OH:3])[CH2:7][CH2:8][O:9][C:10]1[CH:18]=[C:17]([F:19])[CH:16]=[C:15]([NH:20][C:21]2[CH:26]=[CH:25][C:24]([I:27])=[CH:23][C:22]=2[F:28])[C:11]=1[C:12]([NH2:14])=[O:13]. The catalyst class is: 1. (6) Reactant: [F:1][C:2]1[CH:32]=[CH:31][C:5]([CH2:6][NH:7][C:8]([C:10]2[N:11]=[C:12]3[N:17]([C:18](=[O:28])[C:19]=2[O:20][CH2:21][C:22]2[CH:27]=[CH:26][CH:25]=[CH:24][CH:23]=2)[CH2:16][CH2:15][O:14][C:13]3([CH3:30])[CH3:29])=[O:9])=[C:4](I)[CH:3]=1.[NH:34]1[C:38](B(O)O)=[CH:37][CH:36]=[N:35]1.C(=O)([O-])[O-].[Na+].[Na+]. Product: [F:1][C:2]1[CH:32]=[CH:31][C:5]([CH2:6][NH:7][C:8]([C:10]2[N:11]=[C:12]3[N:17]([C:18](=[O:28])[C:19]=2[O:20][CH2:21][C:22]2[CH:27]=[CH:26][CH:25]=[CH:24][CH:23]=2)[CH2:16][CH2:15][O:14][C:13]3([CH3:30])[CH3:29])=[O:9])=[C:4]([C:36]2[NH:35][N:34]=[CH:38][CH:37]=2)[CH:3]=1. The catalyst class is: 73. (7) Reactant: [Br:1][C:2]1[CH:11]=[CH:10][C:5]([C:6]([O:8][CH3:9])=[O:7])=[C:4]([NH:12][C:13]([O:15][CH:16]([CH3:18])[CH3:17])=[O:14])[CH:3]=1.I[CH2:20][CH2:21][CH2:22][C:23]([O:25][CH3:26])=[O:24].C(=O)([O-])[O-].[Cs+].[Cs+].[Cl-].[NH4+]. Product: [Br:1][C:2]1[CH:11]=[CH:10][C:5]([C:6]([O:8][CH3:9])=[O:7])=[C:4]([N:12]([C:13]([O:15][CH:16]([CH3:18])[CH3:17])=[O:14])[CH2:20][CH2:21][CH2:22][C:23]([O:25][CH3:26])=[O:24])[CH:3]=1. The catalyst class is: 9. (8) Reactant: [CH:1]([N:4](CC)C(C)C)(C)C.[Cl:10][C:11]1[C:16]([O:17][CH3:18])=[CH:15][C:14]([O:19][CH3:20])=[C:13]([Cl:21])[C:12]=1[C:22]1[N:27]=[CH:26][C:25]2[C:28]([C:31]3[CH:32]=[N:33][N:34]([CH2:36][C:37]([OH:39])=O)[CH:35]=3)=[N:29][NH:30][C:24]=2[CH:23]=1.CN.C1COCC1.F[P-](F)(F)(F)(F)F.N1(O[P+](N(C)C)(N(C)C)N(C)C)C2C=CC=CC=2N=N1. Product: [Cl:21][C:13]1[C:14]([O:19][CH3:20])=[CH:15][C:16]([O:17][CH3:18])=[C:11]([Cl:10])[C:12]=1[C:22]1[N:27]=[CH:26][C:25]2[C:28]([C:31]3[CH:32]=[N:33][N:34]([CH2:36][C:37]([NH:4][CH3:1])=[O:39])[CH:35]=3)=[N:29][NH:30][C:24]=2[CH:23]=1. The catalyst class is: 9. (9) Reactant: Br[C:2]([C:11]1[CH:16]=[CH:15][CH:14]=[CH:13][CH:12]=1)=[C:3]([N+:9]#[C-:10])[C:4]([O:6][CH2:7][CH3:8])=[O:5].[NH2:17][C@@H:18]1[CH2:24][CH2:23][CH2:22][CH2:21][CH2:20][C@H:19]1[OH:25].C(N(CC)CC)C. Product: [OH:25][C@@H:19]1[CH2:20][CH2:21][CH2:22][CH2:23][CH2:24][C@H:18]1[N:17]1[C:2]([C:11]2[CH:16]=[CH:15][CH:14]=[CH:13][CH:12]=2)=[C:3]([C:4]([O:6][CH2:7][CH3:8])=[O:5])[N:9]=[CH:10]1. The catalyst class is: 3. (10) Reactant: [CH2:1]1[O:3][CH2:2]1.[CH3:4][O:5][C:6]([C:8]1[CH:9]=[C:10]([CH3:27])[C:11]2[O:17][C:16]3[C:18]([Cl:23])=[CH:19][C:20]([NH2:22])=[CH:21][C:15]=3[CH2:14][S:13](=[O:25])(=[O:24])[C:12]=2[CH:26]=1)=[O:7].C(=O)(O)[O-].[Na+].[C:33](O)(=[O:35])[CH3:34]. Product: [CH3:4][O:5][C:6]([C:8]1[CH:9]=[C:10]([CH3:27])[C:11]2[O:17][C:16]3[C:18]([Cl:23])=[CH:19][C:20]([N:22]([CH2:2][CH2:1][OH:3])[CH2:34][CH2:33][OH:35])=[CH:21][C:15]=3[CH2:14][S:13](=[O:25])(=[O:24])[C:12]=2[CH:26]=1)=[O:7]. The catalyst class is: 90.